Dataset: Forward reaction prediction with 1.9M reactions from USPTO patents (1976-2016). Task: Predict the product of the given reaction. (1) Given the reactants [CH2:1]([NH:4][C:5]1[N:10]=[C:9]([NH:11][CH2:12][CH2:13][CH3:14])[N:8]=[C:7]([N:15]([CH3:18])[O:16][CH3:17])[N:6]=1)[CH2:2][CH3:3].C(ONC)[C:20]1[CH:25]=[CH:24][CH:23]=[CH:22][CH:21]=1, predict the reaction product. The product is: [CH2:17]([O:16][N:15]([C:7]1[N:6]=[C:5]([NH:4][CH2:1][CH2:2][CH3:3])[N:10]=[C:9]([NH:11][CH2:12][CH2:13][CH3:14])[N:8]=1)[CH3:18])[C:20]1[CH:25]=[CH:24][CH:23]=[CH:22][CH:21]=1. (2) Given the reactants [Cl:1][C:2]1[C:7]2[CH2:8][CH:9]([CH3:22])[N:10]3[CH:15]([C:6]=2[CH:5]=[C:4]([O:23][CH3:24])[C:3]=1[O:25][CH3:26])[CH2:14][C:13](=[O:16])[C:12]([C:17]([O:19][CH2:20][CH3:21])=[O:18])=[CH:11]3.C1(Cl)C(=O)C(Cl)=C(Cl)C(=O)C=1Cl, predict the reaction product. The product is: [Cl:1][C:2]1[C:7]2[CH2:8][CH:9]([CH3:22])[N:10]3[C:15]([C:6]=2[CH:5]=[C:4]([O:23][CH3:24])[C:3]=1[O:25][CH3:26])=[CH:14][C:13](=[O:16])[C:12]([C:17]([O:19][CH2:20][CH3:21])=[O:18])=[CH:11]3. (3) Given the reactants C1(C(C2C=CC=CC=2)=[N:8][C:9]2[CH:10]=[CH:11][C:12]3[C@H:17]([CH2:18][CH2:19][N:20]4[CH2:25][CH2:24][N:23]([C:26]5[C:35]6[C:30](=[CH:31][C:32]([F:36])=[CH:33][CH:34]=6)[CH:29]=[CH:28][CH:27]=5)[CH2:22][C@H:21]4[CH3:37])[O:16][CH2:15][CH2:14][C:13]=3[CH:38]=2)C=CC=CC=1.C([O-])(=O)C.[Na+].Cl.NO.O, predict the reaction product. The product is: [F:36][C:32]1[CH:31]=[C:30]2[C:35](=[CH:34][CH:33]=1)[C:26]([N:23]1[CH2:24][CH2:25][N:20]([CH2:19][CH2:18][C@H:17]3[C:12]4[CH:11]=[CH:10][C:9]([NH2:8])=[CH:38][C:13]=4[CH2:14][CH2:15][O:16]3)[C@H:21]([CH3:37])[CH2:22]1)=[CH:27][CH:28]=[CH:29]2. (4) The product is: [C:18]([C:20]1[CH:25]=[C:24]([N+:26]([O-:28])=[O:27])[CH:23]=[CH:22][C:21]=1[S:29]([NH:1][C:2]1[CH:3]=[CH:4][C:5]2[CH2:9][O:8][B:7]([OH:10])[C:6]=2[CH:11]=1)(=[O:31])=[O:30])#[N:19]. Given the reactants [NH2:1][C:2]1[CH:3]=[CH:4][C:5]2[CH2:9][O:8][B:7]([OH:10])[C:6]=2[CH:11]=1.N1C=CC=CC=1.[C:18]([C:20]1[CH:25]=[C:24]([N+:26]([O-:28])=[O:27])[CH:23]=[CH:22][C:21]=1[S:29](Cl)(=[O:31])=[O:30])#[N:19], predict the reaction product. (5) Given the reactants [F:1][C:2]1[CH:10]=[C:9]2[C:5]([C:6]([C:11]3[CH2:12][CH2:13][NH:14][CH2:15][CH:16]=3)=[CH:7][NH:8]2)=[CH:4][CH:3]=1.CS(O[CH2:22][CH2:23][CH:24]1[C:29]2[CH:30]=[CH:31][C:32]([C:34]([NH2:36])=[O:35])=[CH:33][C:28]=2[CH2:27][CH2:26][O:25]1)(=O)=O.C(=O)([O-])[O-].[K+].[K+].[I-].[K+], predict the reaction product. The product is: [F:1][C:2]1[CH:10]=[C:9]2[C:5]([C:6]([C:11]3[CH2:12][CH2:13][N:14]([CH2:22][CH2:23][CH:24]4[C:29]5[CH:30]=[CH:31][C:32]([C:34]([NH2:36])=[O:35])=[CH:33][C:28]=5[CH2:27][CH2:26][O:25]4)[CH2:15][CH:16]=3)=[CH:7][NH:8]2)=[CH:4][CH:3]=1. (6) Given the reactants FC(F)(F)C(O)=O.[NH2:8][C:9]1[C:14]([C:15]([C:17]2[CH:22]=[CH:21][CH:20]=[CH:19][C:18]=2[O:23][CH3:24])=[O:16])=[CH:13][N:12]=[C:11]([NH:25][CH:26]2[CH2:31][CH2:30][NH:29][CH2:28][CH2:27]2)[N:10]=1.[CH2:32]([N:35]=[C:36]=[O:37])[CH2:33][CH3:34], predict the reaction product. The product is: [CH2:32]([NH:35][C:36]([N:29]1[CH2:30][CH2:31][CH:26]([NH:25][C:11]2[N:10]=[C:9]([NH2:8])[C:14]([C:15](=[O:16])[C:17]3[CH:22]=[CH:21][CH:20]=[CH:19][C:18]=3[O:23][CH3:24])=[CH:13][N:12]=2)[CH2:27][CH2:28]1)=[O:37])[CH2:33][CH3:34]. (7) The product is: [Cl:1][C:2]1[N:3]=[N:4][C:5]([C:8]2[S:10][N:16]=[C:14]([CH3:15])[N:17]=2)=[CH:6][CH:7]=1. Given the reactants [Cl:1][C:2]1[N:3]=[N:4][C:5]([CH3:8])=[CH:6][CH:7]=1.O=[S:10](Cl)Cl.Cl.[C:14](=[NH:17])([NH2:16])[CH3:15].[OH-].[Na+], predict the reaction product.